From a dataset of hERG potassium channel inhibition data for cardiac toxicity prediction from Karim et al.. Regression/Classification. Given a drug SMILES string, predict its toxicity properties. Task type varies by dataset: regression for continuous values (e.g., LD50, hERG inhibition percentage) or binary classification for toxic/non-toxic outcomes (e.g., AMES mutagenicity, cardiotoxicity, hepatotoxicity). Dataset: herg_karim. (1) The drug is CN(C[C@@H]1COCCO1)S(=O)(=O)Nc1ccc2ccc3ncc(-c4cnn(C)c4)cc3c(=O)c2c1. The result is 0 (non-blocker). (2) The compound is COc1ccc(-c2ccc(C#Cc3cccc(C#Cc4ccc(-c5ccc(OC)cc5)cc4)[n+]3C)cc2)cc1. The result is 1 (blocker). (3) The molecule is O=C(NCC1CCN(C(=O)CCCCC(c2ccc(F)cc2)c2ccc(F)cc2)C1)c1cc(C(F)(F)F)cc(C(F)(F)F)c1. The result is 1 (blocker). (4) The drug is N[C@H](C(=O)N1CCCC1)[C@H]1CC[C@@H](NS(=O)(=O)c2ccc(F)cc2F)CC1. The result is 0 (non-blocker). (5) The drug is N#Cc1c(CNC23CCC(C[C@]4(O)Cn5c(=O)ccc6ncc(F)c4c65)(CC2)OC3)ncc2c1OCCO2. The result is 0 (non-blocker). (6) The compound is Fc1ccc(-c2c[nH]c([C@H]3Cc4c([nH]c5ccccc45)C(C4CCCCC4)N3)n2)nc1. The result is 1 (blocker). (7) The drug is COc1ccccc1Oc1ccccc1CN1CCC2(CC1)CCN(C(=O)c1ccccc1C(=O)O)CC2. The result is 0 (non-blocker). (8) The result is 1 (blocker). The molecule is COc1ccc(CN2CCC(NC(=O)c3cc(=O)c4ccc(F)cc4o3)CC2)cc1. (9) The result is 0 (non-blocker). The compound is COc1ccc2c(c1)C(=O)N(Cc1ccccc1-c1ccccc1)C2C(=O)NC(C)(C)C.